Dataset: Catalyst prediction with 721,799 reactions and 888 catalyst types from USPTO. Task: Predict which catalyst facilitates the given reaction. Reactant: [NH2:1][CH:2]([CH:7]1[CH2:9][CH2:8]1)[C:3]([O:5][CH3:6])=[O:4].C(N(C(C)C)CC)(C)C.CN(C(ON1N=NC2C=CC=NC1=2)=[N+](C)C)C.F[P-](F)(F)(F)(F)F.[CH3:43][C:44]1([S:53]([C:56]2[CH:61]=[CH:60][CH:59]=[C:58]([C:62]([F:65])([F:64])[F:63])[CH:57]=2)(=[O:55])=[O:54])[CH2:49][CH2:48][O:47][CH:46]([C:50](O)=[O:51])[CH2:45]1. Product: [CH:7]1([CH:2]([NH:1][C:50]([CH:46]2[CH2:45][C:44]([CH3:43])([S:53]([C:56]3[CH:61]=[CH:60][CH:59]=[C:58]([C:62]([F:64])([F:63])[F:65])[CH:57]=3)(=[O:55])=[O:54])[CH2:49][CH2:48][O:47]2)=[O:51])[C:3]([O:5][CH3:6])=[O:4])[CH2:9][CH2:8]1. The catalyst class is: 31.